From a dataset of Peptide-MHC class II binding affinity with 134,281 pairs from IEDB. Regression. Given a peptide amino acid sequence and an MHC pseudo amino acid sequence, predict their binding affinity value. This is MHC class II binding data. The binding affinity (normalized) is 0.165. The MHC is HLA-DPA10201-DPB10101 with pseudo-sequence HLA-DPA10201-DPB10101. The peptide sequence is FSGVAATESAYLAYR.